This data is from Forward reaction prediction with 1.9M reactions from USPTO patents (1976-2016). The task is: Predict the product of the given reaction. (1) The product is: [C:1]([O:5][C:6](=[O:7])[NH:8][C@H:9]1[C@H:18]([O:42][CH3:41])[CH2:17][C:16]2[C:11](=[CH:12][C:13]([OH:19])=[CH:14][CH:15]=2)[C:10]1([CH2:20][CH3:21])[CH2:22][CH3:23])([CH3:4])([CH3:3])[CH3:2]. Given the reactants [C:1]([O:5][C:6]([N:8]1[CH:18]2[CH:9]1[C:10]([CH2:22][CH3:23])([CH2:20][CH3:21])[C:11]1[C:16]([CH2:17]2)=[CH:15][CH:14]=[C:13]([OH:19])[CH:12]=1)=[O:7])([CH3:4])([CH3:3])[CH3:2].C1(C)C=CC(S([O-])(=O)=O)=CC=1.[NH+]1C=CC=CC=1.[CH3:41][OH:42], predict the reaction product. (2) Given the reactants [CH3:1][C:2]1([C:7]2[O:11][C:10]([CH2:12][N:13]3[CH:17]=[CH:16][C:15]([NH2:18])=[N:14]3)=[CH:9][CH:8]=2)[O:6]CCO1.[F:19][C:20]1[CH:25]=[CH:24][C:23]([C:26]2[O:30][CH:29]=[N:28][C:27]=2[C:31](O)=[O:32])=[CH:22][CH:21]=1, predict the reaction product. The product is: [C:2]([C:7]1[O:11][C:10]([CH2:12][N:13]2[CH:17]=[CH:16][C:15]([NH:18][C:31]([C:27]3[N:28]=[CH:29][O:30][C:26]=3[C:23]3[CH:24]=[CH:25][C:20]([F:19])=[CH:21][CH:22]=3)=[O:32])=[N:14]2)=[CH:9][CH:8]=1)(=[O:6])[CH3:1]. (3) Given the reactants C([O-])([O-])=O.[K+].[K+].[CH:7]1([C:12]([OH:14])=[O:13])[CH2:11][CH:10]=[CH:9][CH2:8]1.[CH2:15](Br)[C:16]1[CH:21]=[CH:20][CH:19]=[CH:18][CH:17]=1, predict the reaction product. The product is: [CH:7]1([C:12]([O:14][CH2:15][C:16]2[CH:21]=[CH:20][CH:19]=[CH:18][CH:17]=2)=[O:13])[CH2:11][CH:10]=[CH:9][CH2:8]1. (4) Given the reactants [Cl:1][C:2]1[CH:7]=[CH:6][C:5]([C:8]2[CH2:13][C:12]([CH3:15])([CH3:14])[CH2:11][CH2:10][C:9]=2[CH2:16][N:17]2[CH2:22][CH2:21][N:20]([C:23]3[CH:51]=[CH:50][C:26]([C:27]([NH:29][S:30]([C:33]4[CH:38]=[CH:37][C:36]([NH:39][CH:40]5[CH2:45][CH2:44][N:43]([CH3:46])[CH2:42][CH2:41]5)=[C:35]([N+:47]([O-:49])=[O:48])[CH:34]=4)(=[O:32])=[O:31])=[O:28])=[C:25]([O:52][C:53]4[CH:58]=[CH:57][CH:56]=[C:55]([O:59]COC)[CH:54]=4)[CH:24]=3)[CH2:19][CH2:18]2)=[CH:4][CH:3]=1, predict the reaction product. The product is: [Cl:1][C:2]1[CH:7]=[CH:6][C:5]([C:8]2[CH2:13][C:12]([CH3:15])([CH3:14])[CH2:11][CH2:10][C:9]=2[CH2:16][N:17]2[CH2:18][CH2:19][N:20]([C:23]3[CH:51]=[CH:50][C:26]([C:27]([NH:29][S:30]([C:33]4[CH:38]=[CH:37][C:36]([NH:39][CH:40]5[CH2:45][CH2:44][N:43]([CH3:46])[CH2:42][CH2:41]5)=[C:35]([N+:47]([O-:49])=[O:48])[CH:34]=4)(=[O:32])=[O:31])=[O:28])=[C:25]([O:52][C:53]4[CH:58]=[CH:57][CH:56]=[C:55]([OH:59])[CH:54]=4)[CH:24]=3)[CH2:21][CH2:22]2)=[CH:4][CH:3]=1. (5) Given the reactants Cl.[NH2:2][C@H:3]1[CH2:6][C@H:5]([C:7]([O:9][CH3:10])=[O:8])[CH2:4]1.[C:11](O[C:11]([O:13][C:14]([CH3:17])([CH3:16])[CH3:15])=[O:12])([O:13][C:14]([CH3:17])([CH3:16])[CH3:15])=[O:12].CCN(CC)CC, predict the reaction product. The product is: [C:14]([O:13][C:11]([NH:2][C@H:3]1[CH2:6][C@H:5]([C:7]([O:9][CH3:10])=[O:8])[CH2:4]1)=[O:12])([CH3:17])([CH3:16])[CH3:15]. (6) Given the reactants Br[C:2]1[CH:3]=[CH:4][C:5]([C:12]([O:14][CH3:15])=[O:13])=[N:6][C:7]=1[O:8][CH2:9][CH2:10][F:11].Cl.[F:17][C:18]1([F:22])[CH2:21][NH:20][CH2:19]1.C1(P(C2C=CC=CC=2)C2C=CC3C(=CC=CC=3)C=2C2C3C(=CC=CC=3)C=CC=2P(C2C=CC=CC=2)C2C=CC=CC=2)C=CC=CC=1.C(=O)([O-])[O-].[Cs+].[Cs+], predict the reaction product. The product is: [F:17][C:18]1([F:22])[CH2:21][N:20]([C:2]2[CH:3]=[CH:4][C:5]([C:12]([O:14][CH3:15])=[O:13])=[N:6][C:7]=2[O:8][CH2:9][CH2:10][F:11])[CH2:19]1. (7) Given the reactants [CH:1]1([CH2:6][C@H:7]([CH2:11][N:12]([CH:21]=[O:22])[O:13][CH2:14][C:15]2[CH:20]=[CH:19][CH:18]=[CH:17][CH:16]=2)[C:8]([OH:10])=O)[CH2:5][CH2:4][CH2:3][CH2:2]1.[Cl:23][C:24]1[N:29]=[C:28]([N:30]2[CH2:34][CH2:33][C:32]([CH3:36])([OH:35])[CH2:31]2)[C:27]([F:37])=[C:26]([NH:38][NH2:39])[N:25]=1.CN1CCOCC1.C1C=NC2N(O)N=NC=2C=1.C(Cl)CCl, predict the reaction product. The product is: [Cl:23][C:24]1[N:25]=[C:26]([NH:38][NH:39][C:8](=[O:10])[C@H:7]([CH2:6][CH:1]2[CH2:2][CH2:3][CH2:4][CH2:5]2)[CH2:11][N:12]([O:13][CH2:14][C:15]2[CH:20]=[CH:19][CH:18]=[CH:17][CH:16]=2)[CH:21]=[O:22])[C:27]([F:37])=[C:28]([N:30]2[CH2:34][CH2:33][C:32]([OH:35])([CH3:36])[CH2:31]2)[N:29]=1. (8) Given the reactants [NH2:1][C:2](=O)[C@@H:3]([NH:23][C:24]([C:26]1([NH:32][C:33](=[O:39])[O:34][C:35]([CH3:38])([CH3:37])[CH3:36])[CH2:31][CH2:30][O:29][CH2:28][CH2:27]1)=[O:25])[CH2:4][C:5]1[CH:10]=[CH:9][C:8]([C:11]2[CH:22]=[CH:21][C:14]3[O:15][CH2:16][C:17](=[O:20])[N:18]([CH3:19])[C:13]=3[CH:12]=2)=[CH:7][CH:6]=1.CC[N+](S(N=C(OC)[O-])(=O)=O)(CC)CC, predict the reaction product. The product is: [C:2]([C@@H:3]([NH:23][C:24]([C:26]1([NH:32][C:33](=[O:39])[O:34][C:35]([CH3:37])([CH3:36])[CH3:38])[CH2:31][CH2:30][O:29][CH2:28][CH2:27]1)=[O:25])[CH2:4][C:5]1[CH:10]=[CH:9][C:8]([C:11]2[CH:22]=[CH:21][C:14]3[O:15][CH2:16][C:17](=[O:20])[N:18]([CH3:19])[C:13]=3[CH:12]=2)=[CH:7][CH:6]=1)#[N:1]. (9) The product is: [CH3:1][O:2][C:3](=[O:20])[C:4]1[CH:9]=[CH:8][CH:7]=[N:6][C:5]=1[NH:10][CH2:11][C:13]1[CH:18]=[CH:17][N:16]=[C:15]([Cl:19])[CH:14]=1. Given the reactants [CH3:1][O:2][C:3](=[O:20])[C:4]1[CH:9]=[CH:8][CH:7]=[N:6][C:5]=1[NH:10][C:11]([C:13]1[CH:18]=[CH:17][N:16]=[C:15]([Cl:19])[CH:14]=1)=O.B.CSC.CO, predict the reaction product.